Task: Predict the product of the given reaction.. Dataset: Forward reaction prediction with 1.9M reactions from USPTO patents (1976-2016) (1) Given the reactants C(O[C:4]1[C:9]([C:10]2[NH:11][C:12](=[O:22])[C:13]3[C:14](=[C:16]([CH2:20][CH3:21])[N:17]([CH3:19])[N:18]=3)[N:15]=2)=[CH:8][C:7]([S:23]([N:26]2[CH2:31][CH2:30][N:29]([CH2:32][CH3:33])[CH2:28][CH2:27]2)(=[O:25])=[O:24])=[CH:6][N:5]=1)C.[CH3:34][O:35][CH2:36][CH2:37][NH2:38], predict the reaction product. The product is: [CH2:20]([C:16]1[N:17]([CH3:19])[N:18]=[C:13]2[C:12](=[O:22])[NH:11][C:10]([C:9]3[C:4]([NH:38][CH2:37][CH2:36][O:35][CH3:34])=[N:5][CH:6]=[C:7]([S:23]([N:26]4[CH2:31][CH2:30][N:29]([CH2:32][CH3:33])[CH2:28][CH2:27]4)(=[O:24])=[O:25])[CH:8]=3)=[N:15][C:14]=12)[CH3:21]. (2) Given the reactants C(O)(=O)CC(O)=[O:4].C1(C(O)C)C=CC=CC=1.[CH:17]1([N:23]=[C:24]=[N:25][CH:26]2[CH2:31][CH2:30][CH2:29][CH2:28][CH2:27]2)[CH2:22][CH2:21][CH2:20][CH2:19][CH2:18]1, predict the reaction product. The product is: [CH:26]1([NH:25][C:24](=[O:4])[NH:23][CH:17]2[CH2:18][CH2:19][CH2:20][CH2:21][CH2:22]2)[CH2:31][CH2:30][CH2:29][CH2:28][CH2:27]1. (3) Given the reactants F[C:2]1[CH:15]=[CH:14][C:5]([C:6]([C:8]2[CH:13]=[CH:12][CH:11]=[CH:10][CH:9]=2)=[O:7])=[CH:4][CH:3]=1.[CH3:16][CH:17]1[CH2:22][NH:21][CH2:20][CH2:19][NH:18]1.C(N(CC)CC)C.CS(C)=O, predict the reaction product. The product is: [CH3:16][CH:17]1[NH:18][CH2:19][CH2:20][N:21]([C:2]2[CH:15]=[CH:14][C:5]([C:6]([C:8]3[CH:13]=[CH:12][CH:11]=[CH:10][CH:9]=3)=[O:7])=[CH:4][CH:3]=2)[CH2:22]1. (4) Given the reactants [C:1]([C:3]1[CH:8]=[CH:7][C:6]([NH:9][CH:10]([C:15]2[CH:20]=[C:19](O)[CH:18]=[C:17]([O:22][CH2:23][CH3:24])[CH:16]=2)[C:11]([O:13][CH3:14])=[O:12])=[CH:5][CH:4]=1)#[N:2].[NH2:25][C:26]1[CH:27]=[C:28](B(O)O)[CH:29]=[CH:30][CH:31]=1, predict the reaction product. The product is: [NH2:25][C:26]1[CH:31]=[C:30]([C:19]2[CH:18]=[C:17]([O:22][CH2:23][CH3:24])[CH:16]=[C:15]([CH:10]([NH:9][C:6]3[CH:5]=[CH:4][C:3]([C:1]#[N:2])=[CH:8][CH:7]=3)[C:11]([O:13][CH3:14])=[O:12])[CH:20]=2)[CH:29]=[CH:28][CH:27]=1. (5) Given the reactants [CH3:1][O:2][C:3](=[O:12])[C:4]1[CH:9]=[CH:8][C:7]([NH2:10])=[CH:6][C:5]=1[OH:11].[Br:13][C:14]1[CH:21]=[CH:20][C:17]([CH:18]=O)=[CH:16][CH:15]=1.[BH-](OC(C)=O)(OC(C)=O)OC(C)=O.[Na+].C([O-])(O)=O.[Na+], predict the reaction product. The product is: [CH3:1][O:2][C:3](=[O:12])[C:4]1[CH:9]=[CH:8][C:7]([NH:10][CH2:18][C:17]2[CH:20]=[CH:21][C:14]([Br:13])=[CH:15][CH:16]=2)=[CH:6][C:5]=1[OH:11]. (6) Given the reactants [CH:1]([C:3]1[S:4][CH:5]=[C:6]([CH2:8][N:9]([CH3:17])[C:10](=[O:16])[O:11][C:12]([CH3:15])([CH3:14])[CH3:13])[N:7]=1)=O.[I:18][C:19]1[CH:20]=[C:21]([NH:30][NH2:31])[CH:22]=[CH:23][C:24]=1[C:25]1[O:29][CH:28]=[N:27][CH:26]=1, predict the reaction product. The product is: [CH3:17][N:9]([CH2:8][C:6]1[N:7]=[C:3]([CH:1]=[N:31][NH:30][C:21]2[CH:22]=[CH:23][C:24]([C:25]3[O:29][CH:28]=[N:27][CH:26]=3)=[C:19]([I:18])[CH:20]=2)[S:4][CH:5]=1)[C:10](=[O:16])[O:11][C:12]([CH3:15])([CH3:14])[CH3:13]. (7) Given the reactants [C:1]([O:5][C:6]([NH:8][C@@H:9]1[CH2:11][C@H:10]1[C:12]1[CH:20]=[CH:19][C:15]([C:16]([OH:18])=O)=[CH:14][CH:13]=1)=[O:7])([CH3:4])([CH3:3])[CH3:2].[CH3:21][NH:22][CH2:23][C:24]1[CH:29]=[CH:28][CH:27]=[CH:26][CH:25]=1.F[P-](F)(F)(F)(F)F.N1(OC(N(C)C)=[N+](C)C)C2N=CC=CC=2N=N1.C(=O)([O-])O.[Na+], predict the reaction product. The product is: [CH2:23]([N:22]([CH3:21])[C:16]([C:15]1[CH:14]=[CH:13][C:12]([C@@H:10]2[CH2:11][C@H:9]2[NH:8][C:6](=[O:7])[O:5][C:1]([CH3:2])([CH3:3])[CH3:4])=[CH:20][CH:19]=1)=[O:18])[C:24]1[CH:29]=[CH:28][CH:27]=[CH:26][CH:25]=1. (8) Given the reactants [F:1][C:2]([F:15])([F:14])[C:3]1[CH:8]=[CH:7][CH:6]=[CH:5][C:4]=1[CH:9]1[CH2:12][CH2:11][CH:10]1[NH2:13].C(N(CC)CC)C.[Cl:23][C:24]1[CH:32]=[CH:31][CH:30]=[CH:29][C:25]=1[C:26](O)=[O:27].CN(C(ON1N=NC2C=CC=NC1=2)=[N+](C)C)C.F[P-](F)(F)(F)(F)F, predict the reaction product. The product is: [Cl:23][C:24]1[CH:32]=[CH:31][CH:30]=[CH:29][C:25]=1[C:26]([NH:13][C@@H:10]1[CH2:11][CH2:12][C@@H:9]1[C:4]1[CH:5]=[CH:6][CH:7]=[CH:8][C:3]=1[C:2]([F:14])([F:15])[F:1])=[O:27]. (9) Given the reactants [C:1]([OH:9])(=O)[C:2]1[CH:7]=[CH:6][CH:5]=[CH:4][CH:3]=1.[CH2:10]([N:12]([CH2:16][CH3:17])C(Cl)=O)[CH3:11].C(N(CCCC)CCCC)CCC, predict the reaction product. The product is: [CH2:10]([N:12]([CH2:16][CH3:17])[C:1](=[O:9])[C:2]1[CH:3]=[CH:4][CH:5]=[CH:6][CH:7]=1)[CH3:11].